From a dataset of Catalyst prediction with 721,799 reactions and 888 catalyst types from USPTO. Predict which catalyst facilitates the given reaction. (1) Reactant: [NH2:1][C@H:2]1[CH2:7][CH2:6][C@H:5]([NH:8][C:9]2[CH:10]=[C:11]([CH:17]=[CH:18][C:19]=2[C:20]#[N:21])[C:12]([O:14][CH2:15][CH3:16])=[O:13])[CH2:4][CH2:3]1.C(=O)([O-])[O-].[K+].[K+].Br[CH2:29][CH2:30][CH2:31][CH2:32][CH2:33]Br.O. Product: [C:20]([C:19]1[CH:18]=[CH:17][C:11]([C:12]([O:14][CH2:15][CH3:16])=[O:13])=[CH:10][C:9]=1[NH:8][C@H:5]1[CH2:6][CH2:7][C@H:2]([N:1]2[CH2:33][CH2:32][CH2:31][CH2:30][CH2:29]2)[CH2:3][CH2:4]1)#[N:21]. The catalyst class is: 9. (2) Reactant: [NH2:1][C:2]1[CH:11]=[C:10]2[C:5]([CH:6]=[CH:7][CH:8]=[C:9]2[N:12]2[CH2:17][CH2:16][N:15]([CH3:18])[CH2:14][CH2:13]2)=[CH:4][CH:3]=1.[N+:19]([C:22]1[CH:23]=[CH:24][C:25](Cl)=[N:26][CH:27]=1)([O-:21])=[O:20]. Product: [N+:19]([C:22]1[CH:23]=[CH:24][C:25]([NH:1][C:2]2[CH:11]=[C:10]3[C:5]([CH:6]=[CH:7][CH:8]=[C:9]3[N:12]3[CH2:17][CH2:16][N:15]([CH3:18])[CH2:14][CH2:13]3)=[CH:4][CH:3]=2)=[N:26][CH:27]=1)([O-:21])=[O:20]. The catalyst class is: 456. (3) Reactant: [CH3:1][O:2][C:3]1[CH:4]=[C:5]2[C:20](=[CH:21][C:22]=1[O:23][CH3:24])[C:8]1[NH:9][N:10]=[C:11]([NH:12][C:13]3[CH:18]=[CH:17][CH:16]=[C:15]([F:19])[CH:14]=3)[C:7]=1[CH2:6]2.[CH3:25][O:26][C:27](=[O:33])[CH2:28][CH2:29][C:30](Cl)=[O:31].CCN(C(C)C)C(C)C. Product: [CH3:25][O:26][C:27](=[O:33])[CH2:28][CH2:29][C:30]([N:9]1[C:8]2[C:20]3[C:5]([CH2:6][C:7]=2[C:11]([NH:12][C:13]2[CH:18]=[CH:17][CH:16]=[C:15]([F:19])[CH:14]=2)=[N:10]1)=[CH:4][C:3]([O:2][CH3:1])=[C:22]([O:23][CH3:24])[CH:21]=3)=[O:31]. The catalyst class is: 3. (4) Reactant: [F:1][C:2]1[CH:11]=[C:10]2[C:5]([C:6](O)=[C:7]([C:12]#[N:13])[CH:8]=[N:9]2)=[CH:4][CH:3]=1.S(Cl)([Cl:17])=O. Product: [Cl:17][C:6]1[C:5]2[C:10](=[CH:11][C:2]([F:1])=[CH:3][CH:4]=2)[N:9]=[CH:8][C:7]=1[C:12]#[N:13]. The catalyst class is: 9. (5) Reactant: C1(C(C2C=CC=CC=2)(C2C=CC=CC=2)[S:8][CH2:9][CH2:10][CH2:11][CH:12]([C:18]([OH:20])=[O:19])[CH2:13][CH2:14][C:15]([OH:17])=[O:16])C=CC=CC=1.C([SiH](C(C)C)C(C)C)(C)C. Product: [SH:8][CH2:9][CH2:10][CH2:11][CH:12]([CH2:13][CH2:14][C:15]([OH:17])=[O:16])[C:18]([OH:20])=[O:19]. The catalyst class is: 2. (6) Reactant: [Cl:1][C:2]1[CH:3]=[C:4]2[C:9](=[CH:10][CH:11]=1)[C:8](SC)=[N:7][CH2:6][CH:5]2[C:14]1[CH:19]=[CH:18][C:17]([N+:20]([O-:22])=[O:21])=[CH:16][CH:15]=1.[NH3:23]. Product: [NH2:23][C:8]1[C:9]2[C:4](=[CH:3][C:2]([Cl:1])=[CH:11][CH:10]=2)[CH:5]([C:14]2[CH:19]=[CH:18][C:17]([N+:20]([O-:22])=[O:21])=[CH:16][CH:15]=2)[CH2:6][N:7]=1. The catalyst class is: 13. (7) Reactant: [CH3:1][C:2]1[N:3]=[C:4]2[N:8]([C:9](=[O:11])[CH:10]=1)[C:7]1[CH:12]=[CH:13][CH:14]=[CH:15][C:6]=1[N:5]2[CH3:16].[I:17]I. Product: [I:17][C:10]1[C:9](=[O:11])[N:8]2[C:4]([N:5]([CH3:16])[C:6]3[CH:15]=[CH:14][CH:13]=[CH:12][C:7]=32)=[N:3][C:2]=1[CH3:1]. The catalyst class is: 10. (8) Reactant: [CH3:1][P:2]([CH3:5])(=[O:4])[OH:3].[OH-].[CH2:7]([N+:11]([CH2:20][CH2:21][CH2:22][CH3:23])([CH2:16][CH2:17][CH2:18][CH3:19])[CH2:12][CH2:13][CH2:14][CH3:15])[CH2:8][CH2:9][CH3:10]. Product: [CH3:1][P:2]([CH3:5])(=[O:3])[O-:4].[CH2:20]([N+:11]([CH2:7][CH2:8][CH2:9][CH3:10])([CH2:12][CH2:13][CH2:14][CH3:15])[CH2:16][CH2:17][CH2:18][CH3:19])[CH2:21][CH2:22][CH3:23]. The catalyst class is: 666. (9) Reactant: Br[C:2]1(Br)[C:4]2([CH2:8][C@@H:7]([C:9]([OH:11])=[O:10])[N:6]([C:12]([O:14][C:15]([CH3:18])([CH3:17])[CH3:16])=[O:13])[CH2:5]2)[CH2:3]1.C(N(CC)CC)C. Product: [C:15]([O:14][C:12]([N:6]1[C@H:7]([C:9]([OH:11])=[O:10])[CH2:8][C:4]2([CH2:3][CH2:2]2)[CH2:5]1)=[O:13])([CH3:18])([CH3:16])[CH3:17]. The catalyst class is: 192. (10) Reactant: [F:1][C:2]1[CH:26]=[C:25]([F:27])[CH:24]=[CH:23][C:3]=1[CH2:4][N:5]1[C:9]2=[CH:10][N:11]=[C:12]([C:14]([OH:16])=O)[CH:13]=[C:8]2[C:7]([CH2:17][O:18][CH2:19][CH2:20][O:21][CH3:22])=[CH:6]1.CN1CCOCC1.Cl.[CH3:36][NH:37][OH:38]. Product: [F:1][C:2]1[CH:26]=[C:25]([F:27])[CH:24]=[CH:23][C:3]=1[CH2:4][N:5]1[C:9]2=[CH:10][N:11]=[C:12]([C:14]([N:37]([OH:38])[CH3:36])=[O:16])[CH:13]=[C:8]2[C:7]([CH2:17][O:18][CH2:19][CH2:20][O:21][CH3:22])=[CH:6]1. The catalyst class is: 31.